Dataset: Merck oncology drug combination screen with 23,052 pairs across 39 cell lines. Task: Regression. Given two drug SMILES strings and cell line genomic features, predict the synergy score measuring deviation from expected non-interaction effect. Drug 1: Cn1nnc2c(C(N)=O)ncn2c1=O. Drug 2: O=C(O)C1(Cc2cccc(Nc3nccs3)n2)CCC(Oc2cccc(Cl)c2F)CC1. Cell line: A427. Synergy scores: synergy=30.9.